Dataset: Full USPTO retrosynthesis dataset with 1.9M reactions from patents (1976-2016). Task: Predict the reactants needed to synthesize the given product. (1) Given the product [CH2:21]([CH:18]([N:13]1[C:12]([C:31]2[CH:36]=[CH:35][CH:34]=[CH:33][CH:32]=2)=[C:11]2[C:15]([CH2:16][CH2:17][NH:8][CH2:9][CH2:10]2)=[N:14]1)[CH2:19][CH3:20])[CH3:22], predict the reactants needed to synthesize it. The reactants are: C(OC([N:8]1[CH2:17][CH2:16][C:15]2[C:11](=[C:12](OS(C(F)(F)F)(=O)=O)[N:13]([CH:18]([CH2:21][CH3:22])[CH2:19][CH3:20])[N:14]=2)[CH2:10][CH2:9]1)=O)(C)(C)C.[C:31]1(B(O)O)[CH:36]=[CH:35][CH:34]=[CH:33][CH:32]=1. (2) Given the product [ClH:38].[ClH:40].[ClH:38].[CH3:35][C:31]1[CH:32]=[C:33]2[C:28](=[CH:29][CH:30]=1)[CH:27]=[N:26][C:25]([C:23]1[C:22]([NH2:36])=[N:21][CH:20]=[C:19]([C:17]3[CH:16]=[N:15][N:14]([CH:11]4[CH2:12][CH2:13][NH:8][CH2:9][CH2:10]4)[CH:18]=3)[CH:24]=1)=[CH:34]2, predict the reactants needed to synthesize it. The reactants are: C(OC([N:8]1[CH2:13][CH2:12][CH:11]([N:14]2[CH:18]=[C:17]([C:19]3[CH:20]=[N:21][C:22]([NH2:36])=[C:23]([C:25]4[N:26]=[CH:27][C:28]5[C:33]([CH:34]=4)=[CH:32][C:31]([CH3:35])=[CH:30][CH:29]=5)[CH:24]=3)[CH:16]=[N:15]2)[CH2:10][CH2:9]1)=O)(C)(C)C.C(Cl)[Cl:38].[ClH:40].CCOCC. (3) Given the product [C:25]([O:29][C:30]([N:9]1[CH2:8][CH:7]2[CH2:18][CH:11]([C:12]3[CH:13]=[C:14]([N+:15]([O-:17])=[O:16])[C:4]([N+:1]([O-:3])=[O:2])=[CH:5][C:6]=32)[CH2:10]1)=[O:31])([CH3:28])([CH3:27])[CH3:26], predict the reactants needed to synthesize it. The reactants are: [N+:1]([C:4]1[C:14]([N+:15]([O-:17])=[O:16])=[CH:13][C:12]2[CH:11]3[CH2:18][CH:7]([CH2:8][NH:9][CH2:10]3)[C:6]=2[CH:5]=1)([O-:3])=[O:2].C([O-])([O-])=O.[Na+].[Na+].[C:25]([O:29][C:30](O[C:30]([O:29][C:25]([CH3:28])([CH3:27])[CH3:26])=[O:31])=[O:31])([CH3:28])([CH3:27])[CH3:26].O. (4) The reactants are: [Cl:1][C:2]1[N:3]=[C:4]2[N:8]([C:9]=1[C:10]1[CH:15]=[CH:14][N:13]=[C:12](O)[N:11]=1)[CH:7]=[CH:6][S:5]2.P(Cl)(Cl)([Cl:19])=O. Given the product [Cl:1][C:2]1[N:3]=[C:4]2[N:8]([C:9]=1[C:10]1[CH:15]=[CH:14][N:13]=[C:12]([Cl:19])[N:11]=1)[CH:7]=[CH:6][S:5]2, predict the reactants needed to synthesize it. (5) Given the product [F:1][C:2]1[CH:7]=[CH:6][C:5]([C:12]2[CH:13]=[CH:14][C:15]([O:16][CH2:17][C:18]3[CH:22]=[CH:21][O:20][C:19]=3[CH3:23])=[CH:24][CH:25]=2)=[CH:4][CH:3]=1, predict the reactants needed to synthesize it. The reactants are: [F:1][C:2]1[CH:7]=[CH:6][C:5](B(O)O)=[CH:4][CH:3]=1.I[C:12]1[CH:25]=[CH:24][C:15]([O:16][CH2:17][C:18]2[CH:22]=[CH:21][O:20][C:19]=2[CH3:23])=[CH:14][CH:13]=1.C([O-])(=O)C.[K+]. (6) Given the product [Br:20][C:14]1[C:15]([O:17][CH2:18][CH3:19])=[CH:16][C:8]2[CH2:7][CH2:6][NH:5][CH2:11][CH:10]([CH3:12])[C:9]=2[CH:13]=1, predict the reactants needed to synthesize it. The reactants are: FC(F)(F)C([N:5]1[CH2:11][CH:10]([CH3:12])[C:9]2[CH:13]=[C:14]([Br:20])[C:15]([O:17][CH2:18][CH3:19])=[CH:16][C:8]=2[CH2:7][CH2:6]1)=O.[OH-].[Na+]. (7) Given the product [Cl:2][C:3]1[CH:8]=[C:7]([Cl:9])[CH:6]=[CH:5][C:4]=1/[C:10](/[CH2:40][CH3:41])=[C:11](\[C:27]1[CH:32]=[CH:31][C:30](/[CH:33]=[CH:34]/[C:35]([O:37][CH2:38][CH3:39])=[O:36])=[CH:29][CH:28]=1)/[C:12]1[CH:13]=[C:14]2[C:18](=[CH:19][CH:20]=1)[NH:17][N:16]=[CH:15]2, predict the reactants needed to synthesize it. The reactants are: Cl.[Cl:2][C:3]1[CH:8]=[C:7]([Cl:9])[CH:6]=[CH:5][C:4]=1/[C:10](/[CH2:40][CH3:41])=[C:11](\[C:27]1[CH:32]=[CH:31][C:30](/[CH:33]=[CH:34]/[C:35]([O:37][CH2:38][CH3:39])=[O:36])=[CH:29][CH:28]=1)/[C:12]1[CH:13]=[C:14]2[C:18](=[CH:19][CH:20]=1)[N:17](C1CCCCO1)[N:16]=[CH:15]2. (8) The reactants are: O=C1C2C(=CC=CC=2)C(=O)[N:3]1[CH2:12][CH:13]([O:26][CH2:27][CH2:28][NH:29][C:30](=[O:36])[O:31][C:32]([CH3:35])([CH3:34])[CH3:33])[CH2:14][N:15]1C(=O)C2C(=CC=CC=2)C1=O.O.NN. Given the product [NH2:3][CH2:12][CH:13]([O:26][CH2:27][CH2:28][NH:29][C:30](=[O:36])[O:31][C:32]([CH3:34])([CH3:33])[CH3:35])[CH2:14][NH2:15], predict the reactants needed to synthesize it. (9) Given the product [Cl:1][C:2]1[CH:3]=[C:4]([CH:21]=[CH:22][C:23]=1[Cl:24])[CH2:5][N:6]1[C:10]([C:11]2[CH:16]=[CH:15][C:14]([Cl:17])=[C:13]([Cl:18])[CH:12]=2)=[CH:9][C:8]([CH2:19][NH:20][C:25](=[O:30])[C:26]([CH3:29])([CH3:28])[CH3:27])=[N:7]1, predict the reactants needed to synthesize it. The reactants are: [Cl:1][C:2]1[CH:3]=[C:4]([CH:21]=[CH:22][C:23]=1[Cl:24])[CH2:5][N:6]1[C:10]([C:11]2[CH:16]=[CH:15][C:14]([Cl:17])=[C:13]([Cl:18])[CH:12]=2)=[CH:9][C:8]([CH2:19][NH2:20])=[N:7]1.[C:25](O)(=[O:30])[C:26]([CH3:29])([CH3:28])[CH3:27].C1CN([P+](ON2N=NC3C=CC=CC2=3)(N2CCCC2)N2CCCC2)CC1.F[P-](F)(F)(F)(F)F. (10) The reactants are: [OH:1][C:2]1[CH:3]=[CH:4][C:5]2[CH2:11][CH2:10][C:9]([CH3:13])([CH3:12])[C:8](=[O:14])[NH:7][C:6]=2[CH:15]=1.Br[CH2:17][CH2:18][CH2:19][CH2:20][Cl:21].C(=O)([O-])[O-].[Cs+].[Cs+]. Given the product [Cl:21][CH2:20][CH2:19][CH2:18][CH2:17][O:1][C:2]1[CH:3]=[CH:4][C:5]2[CH2:11][CH2:10][C:9]([CH3:12])([CH3:13])[C:8](=[O:14])[NH:7][C:6]=2[CH:15]=1, predict the reactants needed to synthesize it.